Dataset: Forward reaction prediction with 1.9M reactions from USPTO patents (1976-2016). Task: Predict the product of the given reaction. (1) Given the reactants C([NH:8][C:9]1[CH:13]=[C:12]([C:14]([CH3:17])([CH3:16])[CH3:15])[S:11][C:10]=1[C:18]([O:20][CH2:21][CH:22]=[CH2:23])=[O:19])(OC(C)(C)C)=O.O1CCOCC1, predict the reaction product. The product is: [NH2:8][C:9]1[CH:13]=[C:12]([C:14]([CH3:17])([CH3:16])[CH3:15])[S:11][C:10]=1[C:18]([O:20][CH2:21][CH:22]=[CH2:23])=[O:19]. (2) Given the reactants [N:1]([CH:4]1[C:10]2=[N:11][CH:12]=[CH:13][CH:14]=[C:9]2[CH2:8][CH2:7][CH2:6][CH2:5]1)=[N+]=[N-], predict the reaction product. The product is: [N:11]1[CH:12]=[CH:13][CH:14]=[C:9]2[CH2:8][CH2:7][CH2:6][CH2:5][CH:4]([NH2:1])[C:10]=12. (3) Given the reactants [CH3:1][N:2]([CH3:19])[CH2:3][CH2:4][N:5]([CH3:18])[C:6]1[C:14]2[C:9](=[CH:10][C:11]([C:15]([O-:17])=O)=[CH:12][CH:13]=2)[NH:8][N:7]=1.[Li+].C(Cl)CCl.C1C=CC2N(O)N=NC=2C=1.[F:35][C:36]([F:46])([F:45])[C:37]1[CH:44]=[CH:43][C:40]([CH2:41][NH2:42])=[CH:39][CH:38]=1, predict the reaction product. The product is: [F:35][C:36]([F:45])([F:46])[C:37]1[CH:44]=[CH:43][C:40]([CH2:41][NH:42][C:15]([C:11]2[CH:10]=[C:9]3[C:14]([C:6]([N:5]([CH2:4][CH2:3][N:2]([CH3:1])[CH3:19])[CH3:18])=[N:7][NH:8]3)=[CH:13][CH:12]=2)=[O:17])=[CH:39][CH:38]=1. (4) Given the reactants [C:1]([O:5][C:6]([CH:8]1[CH2:13][CH2:12][CH:11]([N:14](CC2C=CC=CC=2)[CH2:15][C:16]([O:18][C:19]([CH3:22])([CH3:21])[CH3:20])=[O:17])[CH2:10][CH2:9]1)=[O:7])([CH3:4])([CH3:3])[CH3:2].[H][H], predict the reaction product. The product is: [C:1]([O:5][C:6]([CH:8]1[CH2:9][CH2:10][CH:11]([NH:14][CH2:15][C:16]([O:18][C:19]([CH3:22])([CH3:21])[CH3:20])=[O:17])[CH2:12][CH2:13]1)=[O:7])([CH3:4])([CH3:3])[CH3:2]. (5) The product is: [NH2:1][C:4]1[CH:9]=[CH:8][C:7]([C:10]2[CH:14]=[CH:13][NH:12][C:11]=2[C:15]([O:17][CH3:18])=[O:16])=[CH:6][CH:5]=1. Given the reactants [N+:1]([C:4]1[CH:9]=[CH:8][C:7]([C:10]2[CH:14]=[CH:13][NH:12][C:11]=2[C:15]([O:17][CH3:18])=[O:16])=[CH:6][CH:5]=1)([O-])=O.[H][H], predict the reaction product. (6) Given the reactants I[C:2]1[CH:3]=[C:4](Br)[CH:5]=[CH:6][CH:7]=1.[NH:9]([C:13]1[CH:18]=[CH:17][C:16](B2OC(C)(C)C(C)(C)O2)=[CH:15][CH:14]=1)[C:10]([NH2:12])=[O:11].[BH:28]([OH:30])[OH:29], predict the reaction product. The product is: [NH:9]([C:13]1[CH:14]=[CH:15][C:16]([C:6]2[CH:5]=[CH:4][CH:3]=[C:2]([B:28]([OH:30])[OH:29])[CH:7]=2)=[CH:17][CH:18]=1)[C:10]([NH2:12])=[O:11].